Regression. Given a peptide amino acid sequence and an MHC pseudo amino acid sequence, predict their binding affinity value. This is MHC class II binding data. From a dataset of Peptide-MHC class II binding affinity with 134,281 pairs from IEDB. (1) The peptide sequence is GLVPKLDAAYSVAYK. The MHC is DRB1_0405 with pseudo-sequence DRB1_0405. The binding affinity (normalized) is 0.244. (2) The peptide sequence is YDKFLANVQTVLTGK. The MHC is DRB1_1302 with pseudo-sequence DRB1_1302. The binding affinity (normalized) is 0.650. (3) The peptide sequence is IRQAGVQYS. The MHC is DRB1_0301 with pseudo-sequence DRB1_0301. The binding affinity (normalized) is 0. (4) The peptide sequence is RQCCHKAMENFTDDD. The MHC is DRB1_0701 with pseudo-sequence DRB1_0701. The binding affinity (normalized) is 0.179. (5) The peptide sequence is KSEVYEKGLGKFVKT. The MHC is DRB1_0802 with pseudo-sequence DRB1_0802. The binding affinity (normalized) is 0.00629.